Dataset: NCI-60 drug combinations with 297,098 pairs across 59 cell lines. Task: Regression. Given two drug SMILES strings and cell line genomic features, predict the synergy score measuring deviation from expected non-interaction effect. (1) Drug 1: CC(C)CN1C=NC2=C1C3=CC=CC=C3N=C2N. Drug 2: CCC1(C2=C(COC1=O)C(=O)N3CC4=CC5=C(C=CC(=C5CN(C)C)O)N=C4C3=C2)O.Cl. Cell line: HS 578T. Synergy scores: CSS=1.00, Synergy_ZIP=-1.79, Synergy_Bliss=-1.15, Synergy_Loewe=-4.34, Synergy_HSA=-1.82. (2) Drug 1: C1=CC(=CC=C1CC(C(=O)O)N)N(CCCl)CCCl.Cl. Drug 2: C1=CC=C(C=C1)NC(=O)CCCCCCC(=O)NO. Cell line: OVCAR3. Synergy scores: CSS=22.6, Synergy_ZIP=-4.87, Synergy_Bliss=-3.01, Synergy_Loewe=-4.34, Synergy_HSA=-3.20.